Predict the reaction yield, written as a fraction of the theoretical maximum amount of product (1.0 means a 100% yield; for example, 0.34 means a 34% yield). From a dataset of Reaction yield outcomes from USPTO patents with 853,638 reactions. (1) The reactants are C([O:3][C:4]([C:6]1[C:7]([C:12]2[CH:17]=[CH:16][CH:15]=[C:14]([F:18])[CH:13]=2)=[N:8][O:9][C:10]=1[CH3:11])=O)C.[H-].[Al+3].[Li+].[H-].[H-].[H-].O.[OH-].[Na+]. The catalyst is C1COCC1. The product is [F:18][C:14]1[CH:13]=[C:12]([C:7]2[C:6]([CH2:4][OH:3])=[C:10]([CH3:11])[O:9][N:8]=2)[CH:17]=[CH:16][CH:15]=1. The yield is 0.750. (2) The reactants are Br[C:2]1[CH:9]=[N:8][CH:7]=[C:6]([Br:10])[C:3]=1[CH:4]=[O:5].[C:11]1(=[O:24])[C:16]2[CH:17]=[C:18]3[N:23]([C:15]=2[CH2:14][CH2:13][NH:12]1)[CH2:22][CH2:21][CH2:20][CH2:19]3.C(=O)([O-])[O-].[Cs+].[Cs+].CC1(C)C2C(=C(P(C3C=CC=CC=3)C3C=CC=CC=3)C=CC=2)OC2C(P(C3C=CC=CC=3)C3C=CC=CC=3)=CC=CC1=2. The catalyst is C1C=CC(/C=C/C(/C=C/C2C=CC=CC=2)=O)=CC=1.C1C=CC(/C=C/C(/C=C/C2C=CC=CC=2)=O)=CC=1.C1C=CC(/C=C/C(/C=C/C2C=CC=CC=2)=O)=CC=1.[Pd].[Pd].O1CCOCC1. The product is [Br:10][C:6]1[CH:7]=[N:8][CH:9]=[C:2]([N:12]2[CH2:13][CH2:14][C:15]3[N:23]4[C:18]([CH2:19][CH2:20][CH2:21][CH2:22]4)=[CH:17][C:16]=3[C:11]2=[O:24])[C:3]=1[CH:4]=[O:5]. The yield is 0.700. (3) The yield is 0.340. The reactants are C(=O)([O-])[O-].[Cs+].[Cs+].Cl.[NH2:8][C@@H:9]([CH3:22])[C@@H:10]([C:12]1[CH:13]=[CH:14][C:15]2[CH2:20][O:19][CH2:18][O:17][C:16]=2[CH:21]=1)[OH:11].CN(C)CC(O)=O.I[C:31]1[CH:32]=[C:33]2[C:37](=[CH:38][CH:39]=1)[N:36]([C:40]1[CH:41]=[C:42]([CH:50]=[CH:51][CH:52]=1)[C:43]([O:45][CH2:46][CH:47]([CH3:49])[CH3:48])=[O:44])[N:35]=[CH:34]2. The catalyst is C(#N)CCC.[Cu]I. The product is [NH2:8][C@@H:9]([CH3:22])[C@@H:10]([C:12]1[CH:13]=[CH:14][C:15]2[CH2:20][O:19][CH2:18][O:17][C:16]=2[CH:21]=1)[O:11][C:31]1[CH:32]=[C:33]2[C:37](=[CH:38][CH:39]=1)[N:36]([C:40]1[CH:41]=[C:42]([CH:50]=[CH:51][CH:52]=1)[C:43]([O:45][CH2:46][CH:47]([CH3:48])[CH3:49])=[O:44])[N:35]=[CH:34]2. (4) The reactants are F[C:2](F)(F)C(O)=O.[C:8]([CH2:11][O:12][C:13]1[N:18]=[C:17]([CH:19]2[CH2:21][CH2:20]2)[N:16]=[C:15]([NH:22][CH2:23][CH:24]2[CH2:26][CH2:25]2)[C:14]=1[CH3:27])([OH:10])=[O:9].FC(F)(F)C(O)=O. The catalyst is CO. The product is [CH:19]1([C:17]2[N:16]=[C:15]([NH:22][CH2:23][CH:24]3[CH2:26][CH2:25]3)[C:14]([CH3:27])=[C:13]([O:12][CH2:11][C:8]([O:10][CH3:2])=[O:9])[N:18]=2)[CH2:21][CH2:20]1. The yield is 0.860.